Dataset: Reaction yield outcomes from USPTO patents with 853,638 reactions. Task: Predict the reaction yield, written as a fraction of the theoretical maximum amount of product (1.0 means a 100% yield; for example, 0.34 means a 34% yield). The reactants are [Cl:1][CH:2]([O:6][C:7]([NH:9][CH2:10][C:11]1([CH2:17][C:18]([OH:20])=[O:19])[CH2:16][CH2:15][CH2:14][CH2:13][CH2:12]1)=[O:8])[CH:3]([CH3:5])[CH3:4].[CH:21]1C=CC=CC=1.C[Si](C=[N+]=[N-])(C)C. The catalyst is CO. The product is [Cl:1][CH:2]([O:6][C:7]([NH:9][CH2:10][C:11]1([CH2:17][C:18]([O:20][CH3:21])=[O:19])[CH2:12][CH2:13][CH2:14][CH2:15][CH2:16]1)=[O:8])[CH:3]([CH3:4])[CH3:5]. The yield is 0.720.